This data is from Reaction yield outcomes from USPTO patents with 853,638 reactions. The task is: Predict the reaction yield, written as a fraction of the theoretical maximum amount of product (1.0 means a 100% yield; for example, 0.34 means a 34% yield). The reactants are [CH2:1]([CH:3]([O:6][C:7]([N:9]1[CH2:14][CH2:13][CH:12]([O:15][C:16]2[C:21]([O:22][CH3:23])=[C:20](Cl)[N:19]=[CH:18][N:17]=2)[CH2:11][CH2:10]1)=[O:8])[CH2:4][CH3:5])[CH3:2].[CH3:25][S:26]([C:29]1[N:34]=[C:33]([CH3:35])[C:32]([NH2:36])=[CH:31][CH:30]=1)(=[O:28])=[O:27].C(N1CCN2CCN(CC(C)C)P1N(CC(C)C)CC2)C(C)C.CC(C)([O-])C.[K+].C1COCC1. The catalyst is O1CCOCC1.C([O-])(=O)C.[Pd+2].C([O-])(=O)C. The product is [CH2:1]([CH:3]([O:6][C:7]([N:9]1[CH2:14][CH2:13][CH:12]([O:15][C:16]2[C:21]([O:22][CH3:23])=[C:20]([NH:36][C:32]3[C:33]([CH3:35])=[N:34][C:29]([S:26]([CH3:25])(=[O:28])=[O:27])=[CH:30][CH:31]=3)[N:19]=[CH:18][N:17]=2)[CH2:11][CH2:10]1)=[O:8])[CH2:4][CH3:5])[CH3:2]. The yield is 0.0211.